This data is from Catalyst prediction with 721,799 reactions and 888 catalyst types from USPTO. The task is: Predict which catalyst facilitates the given reaction. (1) Reactant: [F:1][C:2]1[CH:7]=[CH:6][CH:5]=[CH:4][C:3]=1[C:8]1[C:20]2[C:19]3[C:14](=[CH:15][C:16](C=O)=[CH:17][CH:18]=3)[NH:13][C:12]=2[C:11]([C:23]([NH2:25])=[O:24])=[CH:10][CH:9]=1.OO.S(=O)(=O)(O)[OH:29].[OH-].[Na+]. Product: [F:1][C:2]1[CH:7]=[CH:6][CH:5]=[CH:4][C:3]=1[C:8]1[C:20]2[C:19]3[C:14](=[CH:15][C:16]([OH:29])=[CH:17][CH:18]=3)[NH:13][C:12]=2[C:11]([C:23]([NH2:25])=[O:24])=[CH:10][CH:9]=1. The catalyst class is: 5. (2) Reactant: [C:1]([O:5][C:6](=[O:25])[CH2:7][CH:8]([N+:22]([O-])=O)[CH:9]([OH:21])[CH2:10][O:11][CH2:12][C:13]1[C:18]([Cl:19])=[CH:17][CH:16]=[CH:15][C:14]=1[Cl:20])([CH3:4])([CH3:3])[CH3:2]. Product: [NH2:22][CH:8]([CH:9]([OH:21])[CH2:10][O:11][CH2:12][C:13]1[C:14]([Cl:20])=[CH:15][CH:16]=[CH:17][C:18]=1[Cl:19])[CH2:7][C:6]([O:5][C:1]([CH3:3])([CH3:2])[CH3:4])=[O:25]. The catalyst class is: 227. (3) Reactant: [CH2:1]([O:8][CH2:9][CH2:10][OH:11])[C:2]1[CH:7]=[CH:6][CH:5]=[CH:4][CH:3]=1.[CH3:12][C:13]1([CH3:16])[CH2:15][O:14]1.[OH-].[Na+].O. Product: [CH2:1]([O:8][CH2:9][CH2:10][O:11][CH2:12][C:13]([CH3:16])([OH:14])[CH3:15])[C:2]1[CH:7]=[CH:6][CH:5]=[CH:4][CH:3]=1. The catalyst class is: 11. (4) Reactant: CC([O-])(C)C.[K+].[O:7]1[CH2:11][CH2:10][CH2:9][CH:8]1[C:12]([O:14]C)=O.[CH3:16][C:17]#[N:18]. Product: [O:14]=[C:12]([CH:8]1[CH2:9][CH2:10][CH2:11][O:7]1)[CH2:16][C:17]#[N:18]. The catalyst class is: 1. (5) Reactant: [CH2:1]([O:8][C:9]1[CH:14]=[CH:13][C:12]([O:15][CH2:16][C@H:17]2[O:19][CH2:18]2)=[CH:11][C:10]=1[N:20](C(OC(C)(C)C)=O)[S:21]([CH3:24])(=[O:23])=[O:22])[C:2]1[CH:7]=[CH:6][CH:5]=[CH:4][CH:3]=1.[CH2:32]([NH:39][C@H:40]1[CH2:45][CH2:44][C@H:43]([C:46]2[CH:56]=[CH:55][C:49]([C:50]([O:52][CH2:53][CH3:54])=[O:51])=[CH:48][CH:47]=2)[CH2:42][CH2:41]1)[C:33]1[CH:38]=[CH:37][CH:36]=[CH:35][CH:34]=1.Cl. Product: [CH2:32]([N:39]([CH2:18][C@H:17]([OH:19])[CH2:16][O:15][C:12]1[CH:13]=[CH:14][C:9]([O:8][CH2:1][C:2]2[CH:3]=[CH:4][CH:5]=[CH:6][CH:7]=2)=[C:10]([NH:20][S:21]([CH3:24])(=[O:22])=[O:23])[CH:11]=1)[C@H:40]1[CH2:41][CH2:42][C@H:43]([C:46]2[CH:47]=[CH:48][C:49]([C:50]([O:52][CH2:53][CH3:54])=[O:51])=[CH:55][CH:56]=2)[CH2:44][CH2:45]1)[C:33]1[CH:34]=[CH:35][CH:36]=[CH:37][CH:38]=1. The catalyst class is: 8.